This data is from Forward reaction prediction with 1.9M reactions from USPTO patents (1976-2016). The task is: Predict the product of the given reaction. (1) Given the reactants [CH2:1]([O:3][CH:4]([O:14][CH2:15][CH3:16])[CH2:5][C:6](=O)[CH2:7][C:8]([O:10][CH2:11][CH3:12])=[O:9])[CH3:2].[CH3:17][NH2:18].Cl[CH2:20][CH:21]=O, predict the reaction product. The product is: [CH2:1]([O:3][CH:4]([O:14][CH2:15][CH3:16])[CH2:5][C:6]1[N:18]([CH3:17])[CH:20]=[CH:21][C:7]=1[C:8]([O:10][CH2:11][CH3:12])=[O:9])[CH3:2]. (2) The product is: [C:33]([C:31]1[CH:32]=[C:27]([CH2:26][CH2:25][C:23]2[CH:22]=[C:19]([CH:18]=[C:17]([CH2:16][CH2:15][C:7]3[CH:8]=[C:9]([C:11]([CH3:14])([CH3:13])[CH3:12])[CH:10]=[C:5]([C:1]([CH3:4])([CH3:3])[CH3:2])[CH:6]=3)[CH:24]=2)[CH:20]=[O:21])[CH:28]=[C:29]([C:37]([CH3:38])([CH3:39])[CH3:40])[CH:30]=1)([CH3:34])([CH3:35])[CH3:36]. Given the reactants [C:1]([C:5]1[CH:6]=[C:7]([CH2:15][CH2:16][C:17]2[CH:18]=[C:19]([CH:22]=[C:23]([CH2:25][CH2:26][C:27]3[CH:32]=[C:31]([C:33]([CH3:36])([CH3:35])[CH3:34])[CH:30]=[C:29]([C:37]([CH3:40])([CH3:39])[CH3:38])[CH:28]=3)[CH:24]=2)[CH2:20][OH:21])[CH:8]=[C:9]([C:11]([CH3:14])([CH3:13])[CH3:12])[CH:10]=1)([CH3:4])([CH3:3])[CH3:2].[Cr](Cl)([O-])(=O)=O.[NH+]1C=CC=CC=1, predict the reaction product. (3) Given the reactants [CH2:1]([O:8][C:9]1[CH:14]=[CH:13][CH:12]=[C:11]([CH3:15])[C:10]=1[NH2:16])[C:2]1[CH:7]=[CH:6][CH:5]=[CH:4][CH:3]=1.[Br:17]Br, predict the reaction product. The product is: [CH2:1]([O:8][C:9]1[CH:14]=[C:13]([Br:17])[CH:12]=[C:11]([CH3:15])[C:10]=1[NH2:16])[C:2]1[CH:3]=[CH:4][CH:5]=[CH:6][CH:7]=1. (4) Given the reactants [CH3:1][O:2][C:3](=[O:14])[C:4]1[CH:9]=[CH:8][C:7]([CH2:10]Br)=[C:6]([O:12][CH3:13])[CH:5]=1.[N-:15]=[N+:16]=[N-:17].[Na+], predict the reaction product. The product is: [CH3:1][O:2][C:3](=[O:14])[C:4]1[CH:9]=[CH:8][C:7]([CH2:10][N:15]=[N+:16]=[N-:17])=[C:6]([O:12][CH3:13])[CH:5]=1. (5) Given the reactants [C:1](N1C=CN=C1)([N:3]1C=CN=[CH:4]1)=[O:2].[F:13][C:14]([F:49])([F:48])[C:15]1[CH:20]=[CH:19][C:18](/[CH:21]=[CH:22]/[C:23]2[O:24][CH:25]=[C:26]([CH2:28][O:29][C:30]3[CH:35]=[CH:34][C:33]([CH2:36][CH2:37][CH2:38][CH2:39][N:40]4[CH:44]=[CH:43][N:42]=[C:41]4[CH2:45][CH2:46][OH:47])=[CH:32][CH:31]=3)[N:27]=2)=[CH:17][CH:16]=1.CN.O, predict the reaction product. The product is: [CH3:4][NH:3][C:1](=[O:2])[O:47][CH2:46][CH2:45][C:41]1[N:40]([CH2:39][CH2:38][CH2:37][CH2:36][C:33]2[CH:34]=[CH:35][C:30]([O:29][CH2:28][C:26]3[N:27]=[C:23](/[CH:22]=[CH:21]/[C:18]4[CH:19]=[CH:20][C:15]([C:14]([F:48])([F:13])[F:49])=[CH:16][CH:17]=4)[O:24][CH:25]=3)=[CH:31][CH:32]=2)[CH:44]=[CH:43][N:42]=1. (6) The product is: [CH3:22][O:21][C:19]([N:10]1[CH2:11][CH2:12][CH:13]([C:15]([OH:17])=[O:16])[CH2:14][CH:9]1[C:5]1[CH:6]=[CH:7][CH:8]=[C:3]([C:2]([F:24])([F:1])[F:23])[CH:4]=1)=[O:20]. Given the reactants [F:1][C:2]([F:24])([F:23])[C:3]1[CH:4]=[C:5]([CH:9]2[CH2:14][CH:13]([C:15]([O:17]C)=[O:16])[CH2:12][CH2:11][N:10]2[C:19]([O:21][CH3:22])=[O:20])[CH:6]=[CH:7][CH:8]=1.C(#N)C.[Br-].[Li+].CCN(CC)CC, predict the reaction product.